From a dataset of Full USPTO retrosynthesis dataset with 1.9M reactions from patents (1976-2016). Predict the reactants needed to synthesize the given product. (1) Given the product [OH:33][CH2:32][CH2:31][CH2:30][N:12]1[C:8]([CH3:7])=[C:9]([C:24]([O:26][CH2:27][CH3:28])=[O:25])[C:10]([C:18]2[CH:23]=[CH:22][CH:21]=[CH:20][CH:19]=2)=[C:11]1[C:13]([O:15][CH2:16][CH3:17])=[O:14], predict the reactants needed to synthesize it. The reactants are: CC(C)([O-])C.[K+].[CH3:7][C:8]1[NH:12][C:11]([C:13]([O:15][CH2:16][CH3:17])=[O:14])=[C:10]([C:18]2[CH:23]=[CH:22][CH:21]=[CH:20][CH:19]=2)[C:9]=1[C:24]([O:26][CH2:27][CH3:28])=[O:25].Br[CH2:30][CH2:31][CH2:32][OH:33]. (2) Given the product [NH2:32][C:27]1[CH:28]=[CH:29][C:30]([C:31]([NH:1][CH:2]2[CH2:7][CH2:6][N:5]([CH3:8])[CH2:4][CH2:3]2)=[O:44])=[CH:17][CH:15]=1, predict the reactants needed to synthesize it. The reactants are: [NH2:1][CH:2]1[CH2:7][CH2:6][N:5]([CH3:8])[CH2:4][CH2:3]1.CCN([CH:15]([CH3:17])C)C(C)C.CN(C(ON1N=N[C:28]2[CH:29]=[CH:30][CH:31]=[N:32][C:27]1=2)=[N+](C)C)C.F[P-](F)(F)(F)(F)F.CC(N(C)C)=[O:44]. (3) Given the product [NH2:38][CH2:37][C@@H:24]1[C@@H:23]([C@@:10]2([CH3:22])[CH2:11][CH2:12][C@H:13]([OH:15])[CH2:14][C@@H:9]2[CH2:8][OH:7])[CH2:35][CH2:34][C@@:33]2([CH3:36])[C@H:25]1[CH2:26][C:27]1[C:28]2=[N:29][CH:30]=[CH:31][CH:32]=1, predict the reactants needed to synthesize it. The reactants are: C([O:7][CH2:8][C@H:9]1[CH2:14][C@@H:13]([O:15]C(=O)C(C)(C)C)[CH2:12][CH2:11][C@@:10]1([C@H:23]1[CH2:35][CH2:34][C@@:33]2([CH3:36])[C@@H:25]([CH2:26][C:27]3[C:28]2=[N:29][CH:30]=[CH:31][CH:32]=3)[C@@H:24]1[CH2:37][N:38]=[N+]=[N-])[CH3:22])(=O)C(C)(C)C.[H-].[H-].[H-].[H-].[Li+].[Al+3].O.[OH-].[Na+]. (4) Given the product [C:1]([C:5]1[CH:9]=[C:8]([NH:10][C:38]([NH:37][C:30]2[C:31]3[C:36](=[CH:35][CH:34]=[CH:33][CH:32]=3)[C:27]([O:26][C:24]3[CH:23]=[CH:22][N:21]=[C:20]([Cl:19])[N:25]=3)=[CH:28][CH:29]=2)=[O:39])[N:7]([C:11]2[CH:12]=[N:13][C:14]([O:17][CH3:18])=[CH:15][CH:16]=2)[N:6]=1)([CH3:4])([CH3:2])[CH3:3], predict the reactants needed to synthesize it. The reactants are: [C:1]([C:5]1[CH:9]=[C:8]([NH2:10])[N:7]([C:11]2[CH:12]=[N:13][C:14]([O:17][CH3:18])=[CH:15][CH:16]=2)[N:6]=1)([CH3:4])([CH3:3])[CH3:2].[Cl:19][C:20]1[N:25]=[C:24]([O:26][C:27]2[C:36]3[C:31](=[CH:32][CH:33]=[CH:34][CH:35]=3)[C:30]([NH:37][C:38](=O)[O:39]C3C=CC=CC=3)=[CH:29][CH:28]=2)[CH:23]=[CH:22][N:21]=1. (5) The reactants are: [CH3:1][O:2][C:3]1[C:4]([O:17]C)=[C:5](OC)[C:6]2OCC(=O)C=C[C:7]=2[CH:14]=1.[CH3:19][O:20][CH:21]1[CH:27]=[CH:26][C:25]2[CH:28]=[C:29]([O:36][CH3:37])[C:30]([O:34][CH3:35])=[C:31]([O:32][CH3:33])[C:24]=2[O:23][C:22]1=[O:38]. Given the product [OH:17][C:4]1[CH:5]=[C:6]([C:26]2[C:25]3[CH:28]=[C:29]([O:36][CH3:37])[C:30]([O:34][CH3:35])=[C:31]([O:32][CH3:33])[C:24]=3[O:23][C:22](=[O:38])[CH:21]([O:20][CH3:19])[CH:27]=2)[CH:7]=[CH:14][C:3]=1[O:2][CH3:1], predict the reactants needed to synthesize it.